This data is from Full USPTO retrosynthesis dataset with 1.9M reactions from patents (1976-2016). The task is: Predict the reactants needed to synthesize the given product. (1) The reactants are: N1C=CN=N1.[N-]=[N+]=[N-].ClC1N=[C:17]2[C:13](NC=N2)=[C:12](Cl)N=1.C(N)C1C=CC=CC=1.[Cl:28][C:29]1[N:37]=[C:36]2[C:32]([NH:33][CH:34]=[N:35]2)=[C:31]([NH:38][CH2:39][C:40]2[CH:45]=[CH:44][CH:43]=[CH:42][CH:41]=2)[N:30]=1.C(Br)C#C. Given the product [Cl:28][C:29]1[N:37]=[C:36]2[C:32]([N:33]=[CH:34][N:35]2[CH2:17][C:13]#[CH:12])=[C:31]([NH:38][CH2:39][C:40]2[CH:41]=[CH:42][CH:43]=[CH:44][CH:45]=2)[N:30]=1, predict the reactants needed to synthesize it. (2) Given the product [Cl:70][C:69]1[CH:62]=[CH:61][C:42]([C:41]([N:9]2[CH2:8][C:7]3[CH:6]=[CH:5][C:4]([CH2:25][CH2:26][C:27]([OH:29])=[O:28])=[CH:3][C:2]=3[N:1]([CH2:37][C:36]3[CH:39]=[CH:40][C:33]([C:31]#[N:32])=[CH:34][CH:35]=3)[C:11](=[O:13])[CH2:10]2)=[O:44])=[CH:46][CH:45]=1, predict the reactants needed to synthesize it. The reactants are: [NH2:1][C:2]1[CH:3]=[C:4]([CH2:25][CH2:26][C:27]([O:29]C)=[O:28])[CH:5]=[CH:6][C:7]=1[CH2:8][NH:9][CH2:10][C:11]([O:13]CCC(=O)C1C=CC(Cl)=CC=1)=O.[C:31]([C:33]1[CH:40]=[CH:39][C:36]([CH:37]=O)=[CH:35][CH:34]=1)#[N:32].[C:41]([OH:44])(=O)[CH3:42].[C:45](O[BH-](OC(=O)C)OC(=O)C)(=O)[CH3:46].[Na+].[OH-].[Na+].[CH2:61](N(CC)CC)[CH3:62].Cl[CH2:69][Cl:70]. (3) Given the product [CH3:1][O:2][C:3]1[CH:8]=[CH:7][C:6]([C:9](=[N:19][OH:20])[CH2:10][C:11]2[CH:16]=[CH:15][CH:14]=[CH:13][CH:12]=2)=[CH:5][CH:4]=1, predict the reactants needed to synthesize it. The reactants are: [CH3:1][O:2][C:3]1[CH:8]=[CH:7][C:6]([C:9](=O)[CH2:10][C:11]2[CH:16]=[CH:15][CH:14]=[CH:13][CH:12]=2)=[CH:5][CH:4]=1.Cl.[NH2:19][OH:20].C([O-])(=O)C.[Na+]. (4) Given the product [C:23]([C:22]1[CH:25]=[CH:26][CH:27]=[CH:28][C:21]=1[C:18]1[CH:17]=[CH:16][C:15](/[CH:14]=[CH:13]/[C@@H:4]2[C@H:5]3[C@:9]([CH2:42][C:43]([O:45][C:46]([CH3:49])([CH3:48])[CH3:47])=[O:44])([C:8](=[O:11])[O:7][C@@H:6]3[CH3:12])[CH2:10][C:2]([F:1])([F:30])[C@H:3]2[CH3:29])=[N:20][CH:19]=1)#[N:24], predict the reactants needed to synthesize it. The reactants are: [F:1][C:2]1([F:30])[CH2:10][C@@H:9]2[C@@H:5]([C@@H:6]([CH3:12])[O:7][C:8]2=[O:11])[C@@H:4](/[CH:13]=[CH:14]/[C:15]2[N:20]=[CH:19][C:18]([C:21]3[CH:28]=[CH:27][CH:26]=[CH:25][C:22]=3[C:23]#[N:24])=[CH:17][CH:16]=2)[C@@H:3]1[CH3:29].C[Si]([N-][Si](C)(C)C)(C)C.[Li+].Br[CH2:42][C:43]([O:45][C:46]([CH3:49])([CH3:48])[CH3:47])=[O:44]. (5) Given the product [CH3:14][C:15]1[C:7]2[C:2](=[CH:3][CH:4]=[CH:5][CH:6]=2)[CH2:1][CH:8]([C:9]([F:10])([F:11])[F:12])[N:13]=1, predict the reactants needed to synthesize it. The reactants are: [CH2:1]([CH:8]([NH2:13])[C:9]([F:12])([F:11])[F:10])[C:2]1[CH:7]=[CH:6][CH:5]=[CH:4][CH:3]=1.[C:14](OC(=O)C)(=O)[CH3:15]. (6) The reactants are: [N+:1]([C:4]1[CH:9]=[CH:8][C:7]([C:10]2[N:15]=[C:14]([N:16]3[CH2:22][CH:21]4[O:23][CH:18]([CH2:19][CH2:20]4)[CH2:17]3)[CH:13]=[C:12]([C:24]3[CH:29]=[CH:28][C:27]([N+:30]([O-])=O)=[CH:26][CH:25]=3)[N:11]=2)=[CH:6][CH:5]=1)([O-])=O. Given the product [NH2:1][C:4]1[CH:9]=[CH:8][C:7]([C:10]2[N:15]=[C:14]([N:16]3[CH2:17][CH:18]4[O:23][CH:21]([CH2:20][CH2:19]4)[CH2:22]3)[CH:13]=[C:12]([C:24]3[CH:25]=[CH:26][C:27]([NH2:30])=[CH:28][CH:29]=3)[N:11]=2)=[CH:6][CH:5]=1, predict the reactants needed to synthesize it. (7) Given the product [NH2:13][C:7]1[N+:8]([O-:12])=[CH:9][CH:10]=[CH:11][C:6]=1[C:5]([OH:14])=[O:4], predict the reactants needed to synthesize it. The reactants are: [OH-].[Na+].C[O:4][C:5](=[O:14])[C:6]1[CH:11]=[CH:10][CH:9]=[N+:8]([O-:12])[C:7]=1[NH2:13].